This data is from Peptide-MHC class I binding affinity with 185,985 pairs from IEDB/IMGT. The task is: Regression. Given a peptide amino acid sequence and an MHC pseudo amino acid sequence, predict their binding affinity value. This is MHC class I binding data. The peptide sequence is MPAYIRNTL. The MHC is HLA-B58:01 with pseudo-sequence HLA-B58:01. The binding affinity (normalized) is 0.0847.